From a dataset of Catalyst prediction with 721,799 reactions and 888 catalyst types from USPTO. Predict which catalyst facilitates the given reaction. (1) Reactant: [Cl:1][C:2]1[CH:7]=[CH:6][C:5]([C:8]2[N:12]([CH:13]([CH:25]3[CH2:30][CH2:29][CH2:28][CH2:27][CH2:26]3)[C:14]([NH:16][C:17]3[CH:22]=[CH:21][C:20]([C:23]#[N:24])=[CH:19][CH:18]=3)=[O:15])[C:11]3[CH:31]=[C:32]([F:36])[C:33]([F:35])=[CH:34][C:10]=3[N:9]=2)=[CH:4][CH:3]=1.Cl.C([NH+](CC)CC)C.[N-:45]=[N+:46]=[N-:47].[Na+].Cl. Product: [Cl:1][C:2]1[CH:7]=[CH:6][C:5]([C:8]2[N:12]([CH:13]([CH:25]3[CH2:30][CH2:29][CH2:28][CH2:27][CH2:26]3)[C:14]([NH:16][C:17]3[CH:18]=[CH:19][C:20]([C:23]4[NH:47][N:46]=[N:45][N:24]=4)=[CH:21][CH:22]=3)=[O:15])[C:11]3[CH:31]=[C:32]([F:36])[C:33]([F:35])=[CH:34][C:10]=3[N:9]=2)=[CH:4][CH:3]=1. The catalyst class is: 113. (2) Product: [CH:15]1[CH:16]=[C:2]2[C:1]([C:6]([OH:9])([OH:8])[C:7](=[O:12])[C:3]2=[CH:4][CH:14]=1)=[O:5]. The catalyst class is: 6. Reactant: [CH2:1]([OH:5])[CH2:2][CH2:3][CH3:4].[C:6]([OH:9])(=[O:8])[CH3:7].C(O)(=[O:12])C.[CH2:14](O)[CH2:15][CH2:16]C. (3) Product: [NH2:48][C:47]1[C:42]2[CH:41]=[CH:40][N:39]([C@@H:31]3[CH2:30][CH:29]([CH2:28][N:24]([CH2:23][CH2:22][CH2:21][CH2:20][C:18]4[NH:17][C:16]5[CH:49]=[CH:50][C:13]([C:9]([CH3:12])([CH3:11])[CH3:10])=[CH:14][C:15]=5[N:19]=4)[CH:25]([CH3:27])[CH3:26])[C@@H:33]([OH:34])[C@H:32]3[OH:36])[C:43]=2[N:44]=[CH:45][N:46]=1. Reactant: C(O)(C(F)(F)F)=O.O.[C:9]([C:13]1[CH:50]=[CH:49][C:16]2[NH:17][C:18]([CH2:20][CH2:21][CH2:22][CH2:23][N:24]([CH2:28][CH:29]3[C@H:33]4[O:34]C(C)(C)[O:36][C@H:32]4[C@H:31]([N:39]4[C:43]5[N:44]=[CH:45][N:46]=[C:47]([NH2:48])[C:42]=5[CH:41]=[CH:40]4)[CH2:30]3)[CH:25]([CH3:27])[CH3:26])=[N:19][C:15]=2[CH:14]=1)([CH3:12])([CH3:11])[CH3:10]. The catalyst class is: 2. (4) Reactant: [Br:1][C:2]1[CH:6]=[C:5]([C:7](O)=O)[O:4][N:3]=1.[F:10][C:11]([F:27])([F:26])[C:12]1[CH:17]=[CH:16][CH:15]=[CH:14][C:13]=1[C:18]1[CH:23]=[CH:22][C:21]([NH2:24])=[C:20]([NH2:25])[CH:19]=1.C1CCC(N=C=NC2CCCCC2)CC1.CC1C=CC(S(O)(=O)=O)=CC=1.O.[OH-].[Na+]. Product: [Br:1][C:2]1[CH:6]=[C:5]([C:7]2[NH:24][C:21]3[CH:22]=[CH:23][C:18]([C:13]4[CH:14]=[CH:15][CH:16]=[CH:17][C:12]=4[C:11]([F:10])([F:26])[F:27])=[CH:19][C:20]=3[N:25]=2)[O:4][N:3]=1. The catalyst class is: 12.